From a dataset of Forward reaction prediction with 1.9M reactions from USPTO patents (1976-2016). Predict the product of the given reaction. (1) Given the reactants [Br:1][C:2]1[CH:10]=[C:9]2[C:5]([C:6]([NH:12][C:13]3[CH:14]=[C:15]([C:19]4([CH3:26])[NH:24][C:23](=S)[CH2:22][O:21][CH2:20]4)[CH:16]=[CH:17][CH:18]=3)=[N:7][N:8]2[CH3:11])=[CH:4][CH:3]=1.[NH4+:27].[OH-].C(OO)(C)(C)C, predict the reaction product. The product is: [NH2:27][C:23]1[CH2:22][O:21][CH2:20][C:19]([C:15]2[CH:14]=[C:13]([NH:12][C:6]3[C:5]4[C:9](=[CH:10][C:2]([Br:1])=[CH:3][CH:4]=4)[N:8]([CH3:11])[N:7]=3)[CH:18]=[CH:17][CH:16]=2)([CH3:26])[N:24]=1. (2) Given the reactants [OH:1][NH2:2].C([O:5][C:6](=O)[CH2:7][CH2:8][CH2:9][CH2:10][CH2:11][CH2:12][N:13]([C:24]1[CH:29]=[CH:28][CH:27]=[CH:26][N:25]=1)[C:14]1[CH:23]=[CH:22][C:21]2[C:16](=[CH:17][CH:18]=[CH:19][CH:20]=2)[N:15]=1)C, predict the reaction product. The product is: [OH:1][NH:2][C:6](=[O:5])[CH2:7][CH2:8][CH2:9][CH2:10][CH2:11][CH2:12][N:13]([C:24]1[CH:29]=[CH:28][CH:27]=[CH:26][N:25]=1)[C:14]1[CH:23]=[CH:22][C:21]2[C:16](=[CH:17][CH:18]=[CH:19][CH:20]=2)[N:15]=1. (3) Given the reactants [Cl:1][C:2]1[CH:3]=[C:4]([CH:6]=[CH:7][C:8]=1[O:9][CH2:10][C:11]1[CH:16]=[CH:15][CH:14]=[C:13]([F:17])[CH:12]=1)[NH2:5].Cl[C:19]1[C:28]2[C:23](=[CH:24][C:25]([O:32][CH3:33])=[C:26]([N+:29]([O-:31])=[O:30])[CH:27]=2)[N:22]=[CH:21][N:20]=1, predict the reaction product. The product is: [Cl:1][C:2]1[CH:3]=[C:4]([NH:5][C:19]2[C:28]3[C:23](=[CH:24][C:25]([O:32][CH3:33])=[C:26]([N+:29]([O-:31])=[O:30])[CH:27]=3)[N:22]=[CH:21][N:20]=2)[CH:6]=[CH:7][C:8]=1[O:9][CH2:10][C:11]1[CH:16]=[CH:15][CH:14]=[C:13]([F:17])[CH:12]=1. (4) Given the reactants [CH2:1]([C:5]1[O:9][C:8]([C:10]([C:13]2[S:31][C:16]3[NH:17][C:18]([C:23]4[CH:28]=[C:27]([CH3:29])[CH:26]=[C:25]([CH3:30])[CH:24]=4)=[C:19]([CH2:20][CH2:21]Cl)[C:15]=3[CH:14]=2)([CH3:12])[CH3:11])=[N:7][N:6]=1)[CH2:2][CH2:3][CH3:4].C(N(C(C)C)CC)(C)C.[O:41]=[C:42]([N:50]1[CH2:54][CH2:53][CH2:52][CH2:51]1)[CH2:43][N:44]1[CH2:49][CH2:48][NH:47][CH2:46][CH2:45]1, predict the reaction product. The product is: [CH2:1]([C:5]1[O:9][C:8]([C:10]([C:13]2[S:31][C:16]3[NH:17][C:18]([C:23]4[CH:28]=[C:27]([CH3:29])[CH:26]=[C:25]([CH3:30])[CH:24]=4)=[C:19]([CH2:20][CH2:21][N:47]4[CH2:46][CH2:45][N:44]([CH2:43][C:42](=[O:41])[N:50]5[CH2:51][CH2:52][CH2:53][CH2:54]5)[CH2:49][CH2:48]4)[C:15]=3[CH:14]=2)([CH3:12])[CH3:11])=[N:7][N:6]=1)[CH2:2][CH2:3][CH3:4]. (5) Given the reactants Br[C:2]1[CH:7]=[CH:6][CH:5]=[CH:4][N:3]=1.[C:8]([O:12][C:13](=[O:28])[N:14]([C:21]1[CH:26]=[CH:25][CH:24]=[C:23]([F:27])[CH:22]=1)[C:15](=[O:20])[CH2:16][CH2:17][C:18]#[CH:19])([CH3:11])([CH3:10])[CH3:9], predict the reaction product. The product is: [C:8]([O:12][C:13](=[O:28])[N:14]([C:21]1[CH:26]=[CH:25][CH:24]=[C:23]([F:27])[CH:22]=1)[C:15](=[O:20])[CH2:16][CH2:17][C:18]#[C:19][C:2]1[CH:7]=[CH:6][CH:5]=[CH:4][N:3]=1)([CH3:11])([CH3:9])[CH3:10]. (6) Given the reactants [F:1][C:2]([F:20])([F:19])[C:3]([N:5]1[CH2:11][CH:10]([CH3:12])[C:9]2[CH:13]=[CH:14][C:15]([O:17]C)=[CH:16][C:8]=2[CH2:7][CH2:6]1)=[O:4].B(Br)(Br)Br, predict the reaction product. The product is: [F:20][C:2]([F:1])([F:19])[C:3]([N:5]1[CH2:11][CH:10]([CH3:12])[C:9]2[CH:13]=[CH:14][C:15]([OH:17])=[CH:16][C:8]=2[CH2:7][CH2:6]1)=[O:4].